Dataset: Full USPTO retrosynthesis dataset with 1.9M reactions from patents (1976-2016). Task: Predict the reactants needed to synthesize the given product. Given the product [C:3]([O:7][C:8]([N:10]1[CH2:14][CH2:13][CH2:12][CH:11]1[CH:15]=[CH:28][C:26]([O:25][CH2:24][CH3:23])=[O:27])=[O:9])([CH3:4])([CH3:5])[CH3:6], predict the reactants needed to synthesize it. The reactants are: [H-].[Na+].[C:3]([O:7][C:8]([N:10]1[CH2:14][CH2:13][CH2:12][CH:11]1[CH:15]=O)=[O:9])([CH3:6])([CH3:5])[CH3:4].CCCCCC.[CH3:23][CH2:24][O:25][C:26]([CH3:28])=[O:27].